This data is from Reaction yield outcomes from USPTO patents with 853,638 reactions. The task is: Predict the reaction yield, written as a fraction of the theoretical maximum amount of product (1.0 means a 100% yield; for example, 0.34 means a 34% yield). (1) The reactants are [NH:1]1[C:5]2[CH:6]=[CH:7][CH:8]=[CH:9][C:4]=2[N:3]=[C:2]1[CH2:10][N:11]([CH3:22])[CH:12]1[C:21]2[N:20]=[CH:19][CH:18]=[CH:17][C:16]=2[CH2:15][CH2:14][CH2:13]1.Br[CH2:24][CH2:25][CH2:26][CH2:27][CH2:28][C:29]#[N:30].CN(CC1N(CC2C=NC=CC=2)C2C=CC=CC=2N=1)C1C2N=CC=CC=2CCC1. No catalyst specified. The product is [CH3:22][N:11]([CH2:10][C:2]1[N:3]([CH2:24][CH2:25][CH2:26][CH2:27][CH2:28][C:29]#[N:30])[C:4]2[CH:9]=[CH:8][CH:7]=[CH:6][C:5]=2[N:1]=1)[CH:12]1[C:21]2[N:20]=[CH:19][CH:18]=[CH:17][C:16]=2[CH2:15][CH2:14][CH2:13]1. The yield is 0.380. (2) The reactants are [NH2:1][C:2]1[NH:3][C:4](=[O:22])[C:5]2[CH:10]=[C:9]([CH2:11][CH2:12][CH2:13][C:14]3[S:18][CH:17]=[C:16]([C:19]([OH:21])=O)[CH:15]=3)[NH:8][C:6]=2[N:7]=1.CN1CCOCC1.ClC1N=C(OC)N=C(OC)N=1.Cl.[CH2:42]([O:44][C:45](=[O:55])[C@H:46]([CH2:48][CH2:49][C:50]([O:52][CH2:53][CH3:54])=[O:51])[NH2:47])[CH3:43]. The catalyst is CN(C=O)C. The product is [CH2:42]([O:44][C:45](=[O:55])[C@@H:46]([NH:47][C:19]([C:16]1[CH:15]=[C:14]([CH2:13][CH2:12][CH2:11][C:9]2[NH:8][C:6]3[N:7]=[C:2]([NH2:1])[NH:3][C:4](=[O:22])[C:5]=3[CH:10]=2)[S:18][CH:17]=1)=[O:21])[CH2:48][CH2:49][C:50]([O:52][CH2:53][CH3:54])=[O:51])[CH3:43]. The yield is 0.880.